This data is from Forward reaction prediction with 1.9M reactions from USPTO patents (1976-2016). The task is: Predict the product of the given reaction. The product is: [Cl:49][C:50]1[CH:58]=[C:57]([OH:59])[CH:56]=[CH:55][C:51]=1[C:52]([N:2]([CH3:1])[CH2:3][CH2:4][CH2:5][CH2:6][CH2:7][CH2:8][CH2:9][CH2:10][CH2:11][N:12]1[CH2:13][CH2:14][CH:15]([O:18][C:19](=[O:33])[NH:20][C:21]2[CH:26]=[CH:25][CH:24]=[CH:23][C:22]=2[C:27]2[CH:28]=[CH:29][CH:30]=[CH:31][CH:32]=2)[CH2:16][CH2:17]1)=[O:54]. Given the reactants [CH3:1][NH:2][CH2:3][CH2:4][CH2:5][CH2:6][CH2:7][CH2:8][CH2:9][CH2:10][CH2:11][N:12]1[CH2:17][CH2:16][CH:15]([O:18][C:19](=[O:33])[NH:20][C:21]2[CH:26]=[CH:25][CH:24]=[CH:23][C:22]=2[C:27]2[CH:32]=[CH:31][CH:30]=[CH:29][CH:28]=2)[CH2:14][CH2:13]1.C1(N)C(F)=C(F)C(F)=C(N)C=1F.Cl.Cl.O.[Cl:49][C:50]1[CH:58]=[C:57]([OH:59])[CH:56]=[CH:55][C:51]=1[C:52]([OH:54])=O, predict the reaction product.